This data is from Peptide-MHC class I binding affinity with 185,985 pairs from IEDB/IMGT. The task is: Regression. Given a peptide amino acid sequence and an MHC pseudo amino acid sequence, predict their binding affinity value. This is MHC class I binding data. (1) The peptide sequence is SIPISELSR. The MHC is HLA-A31:01 with pseudo-sequence HLA-A31:01. The binding affinity (normalized) is 0.240. (2) The binding affinity (normalized) is 0.0847. The MHC is HLA-A01:01 with pseudo-sequence HLA-A01:01. The peptide sequence is NFWLNTLLF. (3) The peptide sequence is LRGKWQRRYR. The MHC is HLA-A68:01 with pseudo-sequence HLA-A68:01. The binding affinity (normalized) is 0.175. (4) The peptide sequence is AVATTHSWI. The MHC is HLA-A02:03 with pseudo-sequence HLA-A02:03. The binding affinity (normalized) is 0.388. (5) The peptide sequence is YVIRDLAAM. The MHC is HLA-C06:02 with pseudo-sequence HLA-C06:02. The binding affinity (normalized) is 0.0847. (6) The MHC is HLA-A30:01 with pseudo-sequence HLA-A30:01. The binding affinity (normalized) is 0.0847. The peptide sequence is EVVDMLSTY. (7) The peptide sequence is PGPDNSTHN. The MHC is HLA-A02:01 with pseudo-sequence HLA-A02:01. The binding affinity (normalized) is 0. (8) The peptide sequence is RYYLSFFHI. The MHC is HLA-C14:02 with pseudo-sequence HLA-C14:02. The binding affinity (normalized) is 0.686.